This data is from Catalyst prediction with 721,799 reactions and 888 catalyst types from USPTO. The task is: Predict which catalyst facilitates the given reaction. (1) Reactant: [OH:1][CH:2]1[CH2:6][CH2:5][N:4]([C:7]2[CH:8]=[CH:9][C:10]([CH3:20])=[C:11]([N:13]3[CH2:18][CH2:17][NH:16][CH2:15][C:14]3=[O:19])[CH:12]=2)[CH2:3]1.C(N(CC)CC)C.[Cl:28][C:29]1[C:37]([C:38]([F:41])([F:40])[F:39])=[CH:36][CH:35]=[CH:34][C:30]=1[C:31](Cl)=[O:32]. Product: [Cl:28][C:29]1[C:37]([C:38]([F:40])([F:41])[F:39])=[CH:36][CH:35]=[CH:34][C:30]=1[C:31]([N:16]1[CH2:17][CH2:18][N:13]([C:11]2[CH:12]=[C:7]([N:4]3[CH2:5][CH2:6][CH:2]([OH:1])[CH2:3]3)[CH:8]=[CH:9][C:10]=2[CH3:20])[C:14](=[O:19])[CH2:15]1)=[O:32]. The catalyst class is: 4. (2) Reactant: Br[C:2]1[C:3]([NH2:8])=[N:4][CH:5]=[CH:6][CH:7]=1.[CH:9]1(B(O)O)[CH2:11][CH2:10]1.C1(P(C2CCCCC2)C2CCCCC2)CCCCC1.O.O.O.P([O-])([O-])([O-])=O.[K+].[K+].[K+]. Product: [CH:9]1([C:2]2[C:3]([NH2:8])=[N:4][CH:5]=[CH:6][CH:7]=2)[CH2:11][CH2:10]1. The catalyst class is: 498. (3) Reactant: [C:1]([C:4]1[CH:9]=[CH:8][C:7]([C:10]2[N:11]([C:22]3[CH:27]=[CH:26][C:25]([Cl:28])=[CH:24][C:23]=3[O:29][CH3:30])[CH:12]=[CH:13][C:14]=2/C=C/C(OCC)=O)=[C:6]([CH3:31])[CH:5]=1)(=[O:3])[NH2:2].[H][H].C1C[O:37][CH2:36]C1. Product: [Cl:28][C:25]1[CH:26]=[CH:27][C:22]([N:11]2[CH:12]=[CH:13][C:14]([CH2:36][OH:37])=[C:10]2[C:7]2[CH:8]=[CH:9][C:4]([C:1]([NH2:2])=[O:3])=[CH:5][C:6]=2[CH3:31])=[C:23]([O:29][CH3:30])[CH:24]=1. The catalyst class is: 181.